From a dataset of Reaction yield outcomes from USPTO patents with 853,638 reactions. Predict the reaction yield, written as a fraction of the theoretical maximum amount of product (1.0 means a 100% yield; for example, 0.34 means a 34% yield). (1) The reactants are [CH3:1][C:2]1[CH:3]=[C:4]([C:18]([O:20][CH3:21])=[O:19])[C:5]([C:8]2[CH:13]=[CH:12][CH:11]=[C:10]([C:14]([O:16][CH3:17])=[O:15])[CH:9]=2)=[CH:6][CH:7]=1.C1C(=O)N([Br:29])C(=O)C1. The catalyst is C(Cl)(Cl)(Cl)Cl.C(OOC(=O)C1C=CC=CC=1)(=O)C1C=CC=CC=1. The product is [Br:29][CH2:1][C:2]1[CH:3]=[C:4]([C:18]([O:20][CH3:21])=[O:19])[C:5]([C:8]2[CH:13]=[CH:12][CH:11]=[C:10]([C:14]([O:16][CH3:17])=[O:15])[CH:9]=2)=[CH:6][CH:7]=1. The yield is 0.600. (2) The reactants are [CH3:1][S:2]([CH2:5][CH2:6][CH2:7][OH:8])(=[O:4])=[O:3].C(N(CC)CC)C.[CH3:16][S:17](Cl)(=[O:19])=[O:18]. The catalyst is ClCCl. The product is [CH3:1][S:2]([CH2:5][CH2:6][CH2:7][O:8][S:17]([CH3:16])(=[O:19])=[O:18])(=[O:4])=[O:3]. The yield is 0.640. (3) The reactants are [N:1]1[N:2]=[C:3]([NH:6][CH:7]2[CH2:10][CH:9]([C:11]([O:13][CH2:14][CH3:15])=[O:12])[CH2:8]2)[NH:4][CH:5]=1.[C:16]([C:18]1[CH:23]=[CH:22][CH:21]=[CH:20][C:19]=1[C:24]1[CH:29]=[CH:28][C:27]([CH2:30][CH:31]([C:37](=O)[CH2:38][CH2:39][CH3:40])[C:32](OCC)=[O:33])=[C:26]([F:42])[CH:25]=1)#[N:17].C(N(CC)C1C=CC=CC=1)C.Cl. No catalyst specified. The product is [C:16]([C:18]1[CH:23]=[CH:22][CH:21]=[CH:20][C:19]=1[C:24]1[CH:29]=[CH:28][C:27]([CH2:30][C:31]2[C:32](=[O:33])[N:6]([CH:7]3[CH2:8][CH:9]([C:11]([O:13][CH2:14][CH3:15])=[O:12])[CH2:10]3)[C:3]3[N:2]([N:1]=[CH:5][N:4]=3)[C:37]=2[CH2:38][CH2:39][CH3:40])=[C:26]([F:42])[CH:25]=1)#[N:17]. The yield is 0.410.